Task: Predict the reactants needed to synthesize the given product.. Dataset: Full USPTO retrosynthesis dataset with 1.9M reactions from patents (1976-2016) (1) Given the product [Cl:30][C:31]1[CH:32]=[C:33]([NH:38][C:39]2[C:40]3[C:47]4[CH2:48][CH2:49][N:50]([C:5](=[O:7])/[CH:4]=[CH:3]/[CH2:2][N:11]5[CH2:10][CH2:9][N:8]([C:14]([N:16]6[CH2:17][CH2:18][CH2:19][CH2:20]6)=[O:15])[CH2:13][CH2:12]5)[CH2:51][C:46]=4[S:45][C:41]=3[N:42]=[CH:43][N:44]=2)[CH:34]=[CH:35][C:36]=1[Cl:37], predict the reactants needed to synthesize it. The reactants are: Br[CH2:2]/[CH:3]=[CH:4]/[C:5]([OH:7])=O.[N:8]1([C:14]([N:16]2[CH2:20][CH2:19][CH2:18][CH2:17]2)=[O:15])[CH2:13][CH2:12][NH:11][CH2:10][CH2:9]1.CCN(C(C)C)C(C)C.[Cl:30][C:31]1[CH:32]=[C:33]([NH:38][C:39]2[C:40]3[C:47]4[CH2:48][CH2:49][NH:50][CH2:51][C:46]=4[S:45][C:41]=3[N:42]=[CH:43][N:44]=2)[CH:34]=[CH:35][C:36]=1[Cl:37].CCN=C=NCCCN(C)C. (2) Given the product [NH:7]1[C:2]2[CH:3]=[CH:4][CH:5]=[CH:6][C:1]=2[N:8]=[C:9]1[CH2:10][CH2:22][C:23]([O:24][CH2:25][CH3:26])=[O:17], predict the reactants needed to synthesize it. The reactants are: [C:1]1([NH2:8])[C:2]([NH2:7])=[CH:3][CH:4]=[CH:5][CH:6]=1.[C:9]1(=O)OC(=O)C[CH2:10]1.S(=O)(=O)(O)[OH:17].O1[CH2:26][CH2:25][O:24][CH2:23][CH2:22]1. (3) Given the product [Br:18][CH2:19][C:20]1[CH:25]=[CH:24][C:23]([CH2:26][S:13][C:7]2[C:6]3[C:11](=[CH:12][C:3]([C:2]([F:1])([F:14])[F:15])=[CH:4][CH:5]=3)[N:10]=[CH:9][CH:8]=2)=[CH:22][CH:21]=1, predict the reactants needed to synthesize it. The reactants are: [F:1][C:2]([F:15])([F:14])[C:3]1[CH:12]=[C:11]2[C:6]([C:7]([SH:13])=[CH:8][CH:9]=[N:10]2)=[CH:5][CH:4]=1.[H-].[Na+].[Br:18][CH2:19][C:20]1[CH:25]=[CH:24][C:23]([CH2:26]Br)=[CH:22][CH:21]=1.O.